Dataset: Catalyst prediction with 721,799 reactions and 888 catalyst types from USPTO. Task: Predict which catalyst facilitates the given reaction. (1) Reactant: [NH:1]1[C:7]2[CH:8]=[CH:9][CH:10]=[CH:11][C:6]=2[CH2:5][N:4]([C:12]([O:14][C:15]([CH3:18])([CH3:17])[CH3:16])=[O:13])[CH2:3][CH2:2]1.C(N(CC)CC)C.[CH3:26][C:27]([CH3:32])=[CH:28][C:29](Cl)=[O:30]. Product: [CH3:26][C:27]([CH3:32])=[CH:28][C:29]([N:1]1[C:7]2[CH:8]=[CH:9][CH:10]=[CH:11][C:6]=2[CH2:5][N:4]([C:12]([O:14][C:15]([CH3:18])([CH3:17])[CH3:16])=[O:13])[CH2:3][CH2:2]1)=[O:30]. The catalyst class is: 4. (2) Reactant: [NH2:1][C:2]1[N:10]=[C:9]([NH:11][CH2:12][CH2:13][CH2:14][CH3:15])[N:8]=[C:7]2[C:3]=1[N:4]=[CH:5][NH:6]2.C([O-])([O-])=O.[Cs+].[Cs+].[N+:22]([C:25]1[CH:32]=[CH:31][C:28]([CH2:29]Br)=[CH:27][CH:26]=1)([O-:24])=[O:23]. Product: [CH2:12]([NH:11][C:9]1[N:8]=[C:7]2[C:3]([N:4]=[CH:5][N:6]2[CH2:29][C:28]2[CH:31]=[CH:32][C:25]([N+:22]([O-:24])=[O:23])=[CH:26][CH:27]=2)=[C:2]([NH2:1])[N:10]=1)[CH2:13][CH2:14][CH3:15]. The catalyst class is: 163. (3) Reactant: CS(C)=O.CS(O[CH2:10][C:11]1[CH:16]=[C:15]([Br:17])[CH:14]=[CH:13][C:12]=1[Cl:18])(=O)=O.[N-:19]=[N+:20]=[N-:21].[Na+]. Product: [N:19]([CH2:10][C:11]1[CH:16]=[C:15]([Br:17])[CH:14]=[CH:13][C:12]=1[Cl:18])=[N+:20]=[N-:21]. The catalyst class is: 6. (4) Product: [F:1][C:2]1[CH:3]=[CH:4][CH:5]=[C:6]2[C:10]=1[NH:9][C:8]([C:18]([N:20]1[CH2:25][CH2:24][O:23][CH:22]([C:26]3[C:27]([N:46]([CH3:51])[S:47]([CH3:50])(=[O:49])=[O:48])=[CH:28][C:29]4[O:33][C:32]([C:34]5[CH:39]=[CH:38][C:37]([F:40])=[CH:36][CH:35]=5)=[C:31]([C:41]([NH:42][CH3:43])=[O:44])[C:30]=4[CH:45]=3)[CH2:21]1)=[O:19])=[CH:7]2. The catalyst class is: 38. Reactant: [F:1][C:2]1[CH:3]=[CH:4][CH:5]=[C:6]2[C:10]=1[N:9](C(OC(C)(C)C)=O)[C:8]([C:18]([N:20]1[CH2:25][CH2:24][O:23][CH:22]([C:26]3[C:27]([N:46]([CH3:51])[S:47]([CH3:50])(=[O:49])=[O:48])=[CH:28][C:29]4[O:33][C:32]([C:34]5[CH:39]=[CH:38][C:37]([F:40])=[CH:36][CH:35]=5)=[C:31]([C:41](=[O:44])[NH:42][CH3:43])[C:30]=4[CH:45]=3)[CH2:21]1)=[O:19])=[CH:7]2.Cl. (5) The catalyst class is: 38. Product: [F:1][C:2]([F:17])([F:16])[CH:3]([C:8]1[CH:13]=[CH:12][C:11]([CH:14]=[O:22])=[CH:10][CH:9]=1)[C:4]([F:7])([F:6])[F:5]. Reactant: [F:1][C:2]([F:17])([F:16])[CH:3]([C:8]1[CH:13]=[CH:12][C:11]([CH:14]=C)=[CH:10][CH:9]=1)[C:4]([F:7])([F:6])[F:5].CC([OH:22])(C)C. (6) Reactant: [C:1]([C:3]1[CH:4]=[CH:5][C:6]([F:12])=[C:7](B(O)O)[CH:8]=1)#[N:2].[O-]P([O-])([O-])=O.[K+].[K+].[K+].Br[C:22]1[C:23]([N:42]2[CH2:46][CH2:45][C@@H:44]([OH:47])[CH2:43]2)=[N:24][CH:25]=[C:26]([CH:41]=1)[C:27]([NH:29][C:30]1[CH:35]=[CH:34][C:33]([O:36][C:37]([Cl:40])([F:39])[F:38])=[CH:32][CH:31]=1)=[O:28]. Product: [Cl:40][C:37]([F:38])([F:39])[O:36][C:33]1[CH:34]=[CH:35][C:30]([NH:29][C:27](=[O:28])[C:26]2[CH:41]=[C:22]([C:7]3[CH:8]=[C:3]([C:1]#[N:2])[CH:4]=[CH:5][C:6]=3[F:12])[C:23]([N:42]3[CH2:46][CH2:45][C@@H:44]([OH:47])[CH2:43]3)=[N:24][CH:25]=2)=[CH:31][CH:32]=1. The catalyst class is: 12. (7) Reactant: [N:1]1[CH:6]=[CH:5][CH:4]=[C:3]([CH3:7])[C:2]=1[CH3:8].ClC1C=CC=C(C(OO)=[O:17])C=1. The catalyst class is: 4. Product: [N+:1]1([O-:17])[CH:6]=[CH:5][CH:4]=[C:3]([CH3:7])[C:2]=1[CH3:8].